Dataset: Forward reaction prediction with 1.9M reactions from USPTO patents (1976-2016). Task: Predict the product of the given reaction. (1) Given the reactants [CH2:1]([O:3][C:4]([C:6]1[CH:7]([C:13]2[CH:18]=[CH:17][C:16]([F:19])=[CH:15][CH:14]=2)[NH:8][C:9](=[O:12])[NH:10][CH:11]=1)=[O:5])[CH3:2].[CH3:20][Si](C)(C)[N-][Si](C)(C)C.[Li+].C[Si](C)(C)[CH2:32][CH2:33][O:34][CH2:35]Cl.[NH4+].[Cl-], predict the reaction product. The product is: [CH2:1]([O:3][C:4]([C:6]1[CH:7]([C:13]2[CH:14]=[CH:15][C:16]([F:19])=[CH:17][CH:18]=2)[NH:8][C:9](=[O:12])[N:10]([CH2:35][O:34][CH2:33][CH2:32][CH3:20])[CH:11]=1)=[O:5])[CH3:2]. (2) Given the reactants [NH:1]1[CH:7]([CH2:8][C:9]([OH:11])=O)[C:5](=[O:6])[NH:4][C:2]1=[O:3].C1C=CC2N(O)N=NC=2C=1.[F:22][C:23]1[CH:28]=[CH:27][C:26]([C:29]2[CH:34]=[CH:33][C:32]([CH:35]([CH3:38])[CH2:36][NH2:37])=[CH:31][CH:30]=2)=[CH:25][CH:24]=1, predict the reaction product. The product is: [O:3]=[C:2]1[NH:1][CH:7]([CH2:8][C:9]([NH:37][CH2:36][CH:35]([C:32]2[CH:33]=[CH:34][C:29]([C:26]3[CH:25]=[CH:24][C:23]([F:22])=[CH:28][CH:27]=3)=[CH:30][CH:31]=2)[CH3:38])=[O:11])[C:5](=[O:6])[NH:4]1. (3) Given the reactants [Br:1][C:2]1[CH:3]=[CH:4][C:5]([N+:17]([O-])=O)=[C:6]([N:8]([CH3:16])[C:9](=O)[CH2:10][C:11]([CH3:14])([CH3:13])[CH3:12])[CH:7]=1, predict the reaction product. The product is: [Br:1][C:2]1[CH:3]=[CH:4][C:5]2[N:17]=[C:9]([CH2:10][C:11]([CH3:14])([CH3:13])[CH3:12])[N:8]([CH3:16])[C:6]=2[CH:7]=1. (4) Given the reactants [CH3:1][CH:2]([CH3:26])[CH2:3][NH:4][C@H:5]1[CH2:10][C@@H:9]([C:11]([N:13]2[CH2:18][CH2:17][O:16][CH2:15][CH2:14]2)=[O:12])[CH2:8][N:7](C(OC(C)(C)C)=O)[CH2:6]1.[N:27]1[C:36]2[C:31](=[CH:32][CH:33]=[CH:34][CH:35]=2)[CH:30]=[CH:29][C:28]=1[C:37](O)=[O:38].F[P-](F)(F)(F)(F)F.ClC(N(C)C)=[N+](C)C.C(N(CC)C(C)C)(C)C.C(=O)([O-])O.[Na+], predict the reaction product. The product is: [CH3:26][CH:2]([CH3:1])[CH2:3][N:4]([C@H:5]1[CH2:10][C@@H:9]([C:11]([N:13]2[CH2:14][CH2:15][O:16][CH2:17][CH2:18]2)=[O:12])[CH2:8][NH:7][CH2:6]1)[C:37]([C:28]1[CH:29]=[CH:30][C:31]2[C:36](=[CH:35][CH:34]=[CH:33][CH:32]=2)[N:27]=1)=[O:38]. (5) The product is: [C:11]1([C:9]([CH2:8][CH:7]([C:1]2[CH:2]=[CH:3][CH:4]=[CH:5][CH:6]=2)[N:17]2[CH:21]=[N:20][CH:19]=[N:18]2)=[O:10])[CH:16]=[CH:15][CH:14]=[CH:13][CH:12]=1. Given the reactants [C:1]1(/[CH:7]=[CH:8]/[C:9]([C:11]2[CH:16]=[CH:15][CH:14]=[CH:13][CH:12]=2)=[O:10])[CH:6]=[CH:5][CH:4]=[CH:3][CH:2]=1.[NH:17]1[CH:21]=[N:20][CH:19]=[N:18]1.CCOC(C)=O, predict the reaction product. (6) Given the reactants Br[C:2]1[C:11]([O:12][CH3:13])=[C:10]2[C:5]([CH:6]=[N:7][C:8]([NH:14][CH3:15])=[N:9]2)=[C:4]([C:16]2[CH:21]=[CH:20][CH:19]=[C:18]([Cl:22])[CH:17]=2)[CH:3]=1.[CH2:23](C([Sn])=C(CCCC)CCCC)[CH2:24]CC.[F-].[NH4+], predict the reaction product. The product is: [Cl:22][C:18]1[CH:17]=[C:16]([C:4]2[CH:3]=[C:2]([CH:23]=[CH2:24])[C:11]([O:12][CH3:13])=[C:10]3[C:5]=2[CH:6]=[N:7][C:8]([NH:14][CH3:15])=[N:9]3)[CH:21]=[CH:20][CH:19]=1.